From a dataset of Peptide-MHC class II binding affinity with 134,281 pairs from IEDB. Regression. Given a peptide amino acid sequence and an MHC pseudo amino acid sequence, predict their binding affinity value. This is MHC class II binding data. (1) The peptide sequence is LDYDDYVYPGHAIWW. The MHC is DRB1_1501 with pseudo-sequence DRB1_1501. The binding affinity (normalized) is 0.223. (2) The peptide sequence is FLAVALVAGPAGSYA. The MHC is HLA-DPA10201-DPB10501 with pseudo-sequence HLA-DPA10201-DPB10501. The binding affinity (normalized) is 0.186. (3) The peptide sequence is KASTGGAYESYKFIPALEAA. The MHC is DRB1_1001 with pseudo-sequence DRB1_1001. The binding affinity (normalized) is 0.728.